This data is from CYP3A4 inhibition data for predicting drug metabolism from PubChem BioAssay. The task is: Regression/Classification. Given a drug SMILES string, predict its absorption, distribution, metabolism, or excretion properties. Task type varies by dataset: regression for continuous measurements (e.g., permeability, clearance, half-life) or binary classification for categorical outcomes (e.g., BBB penetration, CYP inhibition). Dataset: cyp3a4_veith. The molecule is O=c1c(CCc2ccccc2)nc2cncnc2n1Cc1ccccc1. The result is 1 (inhibitor).